The task is: Predict the reaction yield, written as a fraction of the theoretical maximum amount of product (1.0 means a 100% yield; for example, 0.34 means a 34% yield).. This data is from Reaction yield outcomes from USPTO patents with 853,638 reactions. (1) The reactants are [C:1]([O:5][C:6]([N:8]1[CH2:12][CH2:11][C@@H:10]([O:13][Si:14]([C:17]([CH3:20])([CH3:19])[CH3:18])([CH3:16])[CH3:15])[C@H:9]1[CH:21]=O)=[O:7])([CH3:4])([CH3:3])[CH3:2].[NH2:23][C:24]1[CH:31]=[CH:30][C:27]([C:28]#[N:29])=[C:26]([Cl:32])[C:25]=1[CH3:33].[BH-](OC(C)=O)(OC(C)=O)OC(C)=O.[Na+].CC(O)=O. The catalyst is CN(C=O)C.C(Cl)Cl.CCOC(C)=O. The product is [C:1]([O:5][C:6]([N:8]1[CH2:12][CH2:11][C@@H:10]([O:13][Si:14]([C:17]([CH3:20])([CH3:19])[CH3:18])([CH3:16])[CH3:15])[C@H:9]1[CH2:21][NH:23][C:24]1[CH:31]=[CH:30][C:27]([C:28]#[N:29])=[C:26]([Cl:32])[C:25]=1[CH3:33])=[O:7])([CH3:2])([CH3:3])[CH3:4]. The yield is 0.630. (2) The reactants are [NH2:1][C:2]1[CH:3]=[C:4](B(O)O)[CH:5]=[CH:6][CH:7]=1.[NH2:11][C:12]1[N:13]=[C:14]([N:23]2[CH2:28][CH2:27][N:26]([C:29](=[O:39])[CH2:30][O:31][C:32]3[CH:37]=[CH:36][C:35]([Cl:38])=[CH:34][CH:33]=3)[CH2:25][CH2:24]2)[C:15]2[N:21]=[C:20](Cl)[CH:19]=[CH:18][C:16]=2[N:17]=1. No catalyst specified. The product is [NH2:11][C:12]1[N:13]=[C:14]([N:23]2[CH2:24][CH2:25][N:26]([C:29](=[O:39])[CH2:30][O:31][C:32]3[CH:37]=[CH:36][C:35]([Cl:38])=[CH:34][CH:33]=3)[CH2:27][CH2:28]2)[C:15]2[N:21]=[C:20]([C:4]3[CH:5]=[CH:6][CH:7]=[C:2]([NH2:1])[CH:3]=3)[CH:19]=[CH:18][C:16]=2[N:17]=1. The yield is 0.800. (3) The reactants are [CH3:1][O:2][C:3]([CH:5]1[CH2:7][CH:6]1[C:8]1[CH:13]=[C:12]([F:14])[C:11]([O:15]CC2C=CC=CC=2)=[C:10]([F:23])[CH:9]=1)=[O:4]. The catalyst is C1COCC1.CO.[Pd]. The product is [CH3:1][O:2][C:3]([CH:5]1[CH2:7][CH:6]1[C:8]1[CH:9]=[C:10]([F:23])[C:11]([OH:15])=[C:12]([F:14])[CH:13]=1)=[O:4]. The yield is 0.990. (4) The reactants are [CH3:1][N:2]([CH3:7])[CH2:3][C:4](O)=[O:5].C(N(CC)C(C)C)(C)C.F[B-](F)(F)F.N1(OC(N(C)C)=[N+](C)C)C2C=CC=CC=2N=N1.[CH3:39][O:40][C:41]1[CH:42]=[CH:43][CH:44]=[C:45]2[C:50]=1[CH:49]([NH:51][C:52]1[CH:61]=[CH:60][C:59]3[C:54](=[CH:55][CH:56]=[C:57]([NH2:62])[CH:58]=3)[N:53]=1)[CH2:48][CH2:47][CH2:46]2. The yield is 0.770. The catalyst is ClCCl.CN(C)C=O.O. The product is [CH3:1][N:2]([CH3:7])[CH2:3][C:4]([NH:62][C:57]1[CH:58]=[C:59]2[C:54](=[CH:55][CH:56]=1)[N:53]=[C:52]([NH:51][CH:49]1[C:50]3[C:45](=[CH:44][CH:43]=[CH:42][C:41]=3[O:40][CH3:39])[CH2:46][CH2:47][CH2:48]1)[CH:61]=[CH:60]2)=[O:5]. (5) The reactants are O[Li].O.C([O:6][C:7]([C:9]1[CH:10]=[N:11][N:12]([C:14]2[NH:18][C:17]3[CH:19]=[C:20]([Cl:25])[C:21]([Cl:24])=[C:22]([Br:23])[C:16]=3[N:15]=2)[CH:13]=1)=[O:8])C.C1COCC1. The catalyst is O. The product is [Br:23][C:22]1[C:16]2[N:15]=[C:14]([N:12]3[CH:13]=[C:9]([C:7]([OH:8])=[O:6])[CH:10]=[N:11]3)[NH:18][C:17]=2[CH:19]=[C:20]([Cl:25])[C:21]=1[Cl:24]. The yield is 0.830.